From a dataset of NCI-60 drug combinations with 297,098 pairs across 59 cell lines. Regression. Given two drug SMILES strings and cell line genomic features, predict the synergy score measuring deviation from expected non-interaction effect. (1) Synergy scores: CSS=-3.23, Synergy_ZIP=0.670, Synergy_Bliss=-3.93, Synergy_Loewe=-20.0, Synergy_HSA=-8.99. Drug 1: C(CN)CNCCSP(=O)(O)O. Cell line: RPMI-8226. Drug 2: COCCOC1=C(C=C2C(=C1)C(=NC=N2)NC3=CC=CC(=C3)C#C)OCCOC.Cl. (2) Drug 1: CN(C)C1=NC(=NC(=N1)N(C)C)N(C)C. Drug 2: C(=O)(N)NO. Cell line: OVCAR-4. Synergy scores: CSS=-11.1, Synergy_ZIP=2.95, Synergy_Bliss=-2.18, Synergy_Loewe=-8.05, Synergy_HSA=-7.56. (3) Drug 1: CC(C1=C(C=CC(=C1Cl)F)Cl)OC2=C(N=CC(=C2)C3=CN(N=C3)C4CCNCC4)N. Drug 2: C1=CC(=C2C(=C1NCCNCCO)C(=O)C3=C(C=CC(=C3C2=O)O)O)NCCNCCO. Cell line: HOP-92. Synergy scores: CSS=46.5, Synergy_ZIP=3.75, Synergy_Bliss=5.62, Synergy_Loewe=-5.66, Synergy_HSA=7.65. (4) Drug 2: C1CCC(C(C1)N)N.C(=O)(C(=O)[O-])[O-].[Pt+4]. Synergy scores: CSS=18.9, Synergy_ZIP=-11.9, Synergy_Bliss=-6.83, Synergy_Loewe=-5.80, Synergy_HSA=-1.54. Cell line: CAKI-1. Drug 1: C1=CC(=CC=C1CC(C(=O)O)N)N(CCCl)CCCl.Cl.